Dataset: Full USPTO retrosynthesis dataset with 1.9M reactions from patents (1976-2016). Task: Predict the reactants needed to synthesize the given product. Given the product [F:29][C:26]1[CH:25]=[CH:24][C:23]([S:20]([NH:19][C:13]2[C:14]([O:17][CH3:18])=[N:15][CH:16]=[C:11]([C:8]3[CH:9]=[CH:10][C:5]4[N:6]([C:2]([C:34]#[C:33][C:31]([OH:35])([CH3:32])[CH3:30])=[N:3][N:4]=4)[N:7]=3)[CH:12]=2)(=[O:21])=[O:22])=[CH:28][CH:27]=1, predict the reactants needed to synthesize it. The reactants are: Cl[C:2]1[N:6]2[N:7]=[C:8]([C:11]3[CH:12]=[C:13]([NH:19][S:20]([C:23]4[CH:28]=[CH:27][C:26]([F:29])=[CH:25][CH:24]=4)(=[O:22])=[O:21])[C:14]([O:17][CH3:18])=[N:15][CH:16]=3)[CH:9]=[CH:10][C:5]2=[N:4][N:3]=1.[CH3:30][C:31]([OH:35])([C:33]#[CH:34])[CH3:32].N(C(C)C)C(C)C.CC(C1C=C(C(C)C)C(C2C=CC=CC=2P(C2CCCCC2)C2CCCCC2)=C(C(C)C)C=1)C.